From a dataset of Catalyst prediction with 721,799 reactions and 888 catalyst types from USPTO. Predict which catalyst facilitates the given reaction. (1) Reactant: [CH3:1][O:2][C:3]1[CH:4]=[C:5]([C:11]2[CH:16]=[C:15]([N:17]3[CH2:21][CH2:20][CH2:19][CH2:18]3)[N:14]=[C:13](/[CH:22]=[CH:23]/[C:24]3[N:33]=[C:32]([N:34]([CH3:36])[CH3:35])[C:31]4[C:26](=[CH:27][CH:28]=[CH:29][CH:30]=4)[N:25]=3)[N:12]=2)[CH:6]=[CH:7][C:8]=1[O:9][CH3:10].[ClH:37].C(OCC)(=O)C. Product: [ClH:37].[ClH:37].[CH3:1][O:2][C:3]1[CH:4]=[C:5]([C:11]2[CH:16]=[C:15]([N:17]3[CH2:21][CH2:20][CH2:19][CH2:18]3)[N:14]=[C:13](/[CH:22]=[CH:23]/[C:24]3[N:33]=[C:32]([N:34]([CH3:36])[CH3:35])[C:31]4[C:26](=[CH:27][CH:28]=[CH:29][CH:30]=4)[N:25]=3)[N:12]=2)[CH:6]=[CH:7][C:8]=1[O:9][CH3:10]. The catalyst class is: 459. (2) Reactant: [Si]([O:8][CH:9]([CH3:42])[CH2:10][S:11]([NH:14][C:15]1[CH:16]=[C:17]([C@H:21]([N:29]([CH3:41])[C:30](=[O:40])[CH2:31][C:32]2[CH:37]=[CH:36][C:35]([Cl:38])=[C:34]([Cl:39])[CH:33]=2)[CH2:22][N:23]2[CH2:27][CH2:26][C@@H:25]([OH:28])[CH2:24]2)[CH:18]=[CH:19][CH:20]=1)(=[O:13])=[O:12])(C(C)(C)C)(C)C.[F-].C([N+](CCCC)(CCCC)CCCC)CCC. Product: [Cl:39][C:34]1[CH:33]=[C:32]([CH2:31][C:30]([N:29]([C@@H:21]([C:17]2[CH:18]=[CH:19][CH:20]=[C:15]([NH:14][S:11]([CH2:10][CH:9]([OH:8])[CH3:42])(=[O:13])=[O:12])[CH:16]=2)[CH2:22][N:23]2[CH2:27][CH2:26][C@@H:25]([OH:28])[CH2:24]2)[CH3:41])=[O:40])[CH:37]=[CH:36][C:35]=1[Cl:38]. The catalyst class is: 30.